The task is: Predict the reaction yield, written as a fraction of the theoretical maximum amount of product (1.0 means a 100% yield; for example, 0.34 means a 34% yield).. This data is from Reaction yield outcomes from USPTO patents with 853,638 reactions. (1) The reactants are [NH:1]1[CH2:5][CH2:4][C@H:3]([OH:6])[CH2:2]1.C(N(CC)CC)C.C(Cl)Cl.[C:17](Cl)(=[O:20])[CH2:18][CH3:19]. The catalyst is C(OCC)C.CO. The product is [OH:6][C@H:3]1[CH2:4][CH2:5][N:1]([C:17](=[O:20])[CH2:18][CH3:19])[CH2:2]1. The yield is 0.950. (2) The reactants are [Si]([O:8][CH2:9][CH2:10][N:11]([CH3:70])[CH2:12][CH2:13][C@@H:14]([NH:23][C:24]1[CH:29]=[CH:28][C:27]([S:30]([NH:33][C:34](=[O:62])[C:35]2[CH:40]=[CH:39][C:38]([N:41]3[CH2:46][CH2:45][CH:44]([C@H:47]([C:49]4[CH:54]=[CH:53][CH:52]=[CH:51][C:50]=4[C:55]4[CH:60]=[CH:59][C:58]([Cl:61])=[CH:57][CH:56]=4)[OH:48])[CH2:43][CH2:42]3)=[CH:37][CH:36]=2)(=[O:32])=[O:31])=[CH:26][C:25]=1[S:63]([C:66]([F:69])([F:68])[F:67])(=[O:65])=[O:64])[CH2:15][S:16][C:17]1[CH:22]=[CH:21][CH:20]=[CH:19][CH:18]=1)(C(C)(C)C)(C)C.Cl. The catalyst is O1CCOCC1.CO. The product is [Cl:61][C:58]1[CH:59]=[CH:60][C:55]([C:50]2[CH:51]=[CH:52][CH:53]=[CH:54][C:49]=2[C@H:47]([OH:48])[CH:44]2[CH2:43][CH2:42][N:41]([C:38]3[CH:39]=[CH:40][C:35]([C:34]([NH:33][S:30]([C:27]4[CH:28]=[CH:29][C:24]([NH:23][C@H:14]([CH2:13][CH2:12][N:11]([CH2:10][CH2:9][OH:8])[CH3:70])[CH2:15][S:16][C:17]5[CH:22]=[CH:21][CH:20]=[CH:19][CH:18]=5)=[C:25]([S:63]([C:66]([F:67])([F:68])[F:69])(=[O:64])=[O:65])[CH:26]=4)(=[O:31])=[O:32])=[O:62])=[CH:36][CH:37]=3)[CH2:46][CH2:45]2)=[CH:56][CH:57]=1. The yield is 0.800. (3) The reactants are [N+:1]([C:4]1[CH:25]=[CH:24][C:7]([O:8][CH2:9][CH2:10][CH2:11][CH2:12][CH2:13][O:14][C:15]2[CH:20]=[CH:19][C:18]([N+:21]([O-])=O)=[CH:17][CH:16]=2)=[CH:6][CH:5]=1)([O-])=O.[H][H]. The catalyst is O1CCCC1.[Pd]. The product is [NH2:21][C:18]1[CH:17]=[CH:16][C:15]([O:14][CH2:13][CH2:12][CH2:11][CH2:10][CH2:9][O:8][C:7]2[CH:6]=[CH:5][C:4]([NH2:1])=[CH:25][CH:24]=2)=[CH:20][CH:19]=1. The yield is 0.900.